Dataset: Forward reaction prediction with 1.9M reactions from USPTO patents (1976-2016). Task: Predict the product of the given reaction. (1) The product is: [CH3:21][C:22]([CH3:27])([CH3:26])[C:23]([C:9]1[CH:8]=[C:7]2[C:16]3=[C:15]4[C:4](=[CH:3][CH:2]=[CH:1][C:14]4=[CH:13][CH:12]=[C:11]3[CH:10]=1)[CH:5]=[CH:6]2)=[O:24]. Given the reactants [CH:1]1[C:14]2[C:15]3=[C:16]4[C:11](=[CH:12][CH:13]=2)[CH:10]=[CH:9][CH:8]=[C:7]4[CH:6]=[CH:5][C:4]3=[CH:3][CH:2]=1.[Al+3].[Cl-].[Cl-].[Cl-].[CH3:21][C:22]([CH3:27])([CH3:26])[C:23](Cl)=[O:24], predict the reaction product. (2) Given the reactants [F:1][C:2]1[CH:20]=[CH:19][C:5]2[N:6]=[C:7]([NH:9][C:10]([CH:12]3[C:14]([CH3:16])([CH3:15])[C:13]3([CH3:18])[CH3:17])=[O:11])[S:8][C:4]=2[CH:3]=1.[H-].[Na+].[CH3:23][O:24][CH2:25][CH2:26]Br, predict the reaction product. The product is: [F:1][C:2]1[CH:20]=[CH:19][C:5]2[N:6]([CH2:26][CH2:25][O:24][CH3:23])[C:7](=[N:9][C:10]([CH:12]3[C:13]([CH3:18])([CH3:17])[C:14]3([CH3:16])[CH3:15])=[O:11])[S:8][C:4]=2[CH:3]=1. (3) The product is: [CH3:18][O:17][C:13]1[CH:12]=[C:11]([CH:16]=[CH:15][CH:14]=1)[O:10][C:8]1[CH:7]=[CH:6][C:3]([CH:4]=[O:5])=[C:2]([B:19]2[O:23][C:22]([CH3:25])([CH3:24])[C:21]([CH3:27])([CH3:26])[O:20]2)[CH:9]=1. Given the reactants Br[C:2]1[CH:9]=[C:8]([O:10][C:11]2[CH:16]=[CH:15][CH:14]=[C:13]([O:17][CH3:18])[CH:12]=2)[CH:7]=[CH:6][C:3]=1[CH:4]=[O:5].[B:19]1([B:19]2[O:23][C:22]([CH3:25])([CH3:24])[C:21]([CH3:27])([CH3:26])[O:20]2)[O:23][C:22]([CH3:25])([CH3:24])[C:21]([CH3:27])([CH3:26])[O:20]1.CC([O-])=O.[K+], predict the reaction product. (4) Given the reactants [F:1][C:2]([F:24])([F:23])[C:3]1[CH:4]=[C:5]([N:13]2[C:17]3=[N:18][CH:19]=[N:20][C:21](Cl)=[C:16]3[CH:15]=[N:14]2)[CH:6]=[C:7]([C:9]([F:12])([F:11])[F:10])[CH:8]=1.[C:25]([O:29][C:30](=[O:39])[NH:31][CH:32]1[CH2:37][CH2:36][CH:35]([NH2:38])[CH2:34][CH2:33]1)([CH3:28])([CH3:27])[CH3:26].C(N(C(C)C)CC)(C)C, predict the reaction product. The product is: [C:25]([O:29][C:30](=[O:39])[NH:31][CH:32]1[CH2:33][CH2:34][CH:35]([NH:38][C:21]2[N:20]=[CH:19][N:18]=[C:17]3[N:13]([C:5]4[CH:4]=[C:3]([C:2]([F:24])([F:23])[F:1])[CH:8]=[C:7]([C:9]([F:12])([F:11])[F:10])[CH:6]=4)[N:14]=[CH:15][C:16]=23)[CH2:36][CH2:37]1)([CH3:28])([CH3:26])[CH3:27]. (5) Given the reactants [F:1][C:2]([F:9])([F:8])[C:3]([O:5]CC)=O.[CH2:10]([NH2:13])[CH:11]=[CH2:12], predict the reaction product. The product is: [CH2:10]([NH:13][C:3](=[O:5])[C:2]([F:1])([F:8])[F:9])[CH:11]=[CH2:12]. (6) Given the reactants [OH:1][C:2]1[CH:7]=[CH:6][C:5]([C:8]2[CH:13]=[CH:12][CH:11]=[C:10]([CH2:14][NH:15][C:16](=[O:22])[O:17][C:18]([CH3:21])([CH3:20])[CH3:19])[CH:9]=2)=[CH:4][CH:3]=1.BrCCCN1[C:31](=[O:32])[C:30]2=[CH:33][CH:34]=[CH:35][CH:36]=[C:29]2C1=O, predict the reaction product. The product is: [CH2:31]([O:32][C:16]([NH:15][CH2:14][CH2:10][CH2:9][O:1][C:2]1[CH:3]=[CH:4][C:5]([C:8]2[CH:13]=[CH:12][CH:11]=[C:10]([CH2:14][NH:15][C:16](=[O:22])[O:17][C:18]([CH3:19])([CH3:21])[CH3:20])[CH:9]=2)=[CH:6][CH:7]=1)=[O:17])[C:30]1[CH:29]=[CH:36][CH:35]=[CH:34][CH:33]=1. (7) The product is: [CH2:1]([N:3]1[CH:8]2[CH2:9][CH2:10][CH:4]1[CH2:5][CH:6]([C:11]1[N:16]3[N:17]=[C:18]([C:21]4[CH:26]=[CH:25][N:24]=[CH:23][CH:22]=4)[C:19]([C:35]4[CH:43]=[C:42]5[C:38]([CH:39]=[CH:40][NH:41]5)=[CH:37][CH:36]=4)=[C:15]3[N:14]=[CH:13][CH:12]=1)[CH2:7]2)[CH3:2]. Given the reactants [CH2:1]([N:3]1[CH:8]2[CH2:9][CH2:10][CH:4]1[CH2:5][CH:6]([C:11]1[N:16]3[N:17]=[C:18]([C:21]4[CH:26]=[CH:25][N:24]=[CH:23][CH:22]=4)[C:19](I)=[C:15]3[N:14]=[CH:13][CH:12]=1)[CH2:7]2)[CH3:2].CC1(C)C(C)(C)OB([C:35]2[CH:43]=[C:42]3[C:38]([CH:39]=[CH:40][NH:41]3)=[CH:37][CH:36]=2)O1, predict the reaction product. (8) Given the reactants [Cl:1]N1C(=O)CCC1=O.[NH2:9][C:10]1[C:11]2[N:12]([C:16]([C@@H:20]3[CH2:28][CH2:27][C@@H:26]4[N:22]([C:23](=[O:29])[CH2:24][CH2:25]4)[CH2:21]3)=[N:17][C:18]=2[Br:19])[CH:13]=[CH:14][N:15]=1, predict the reaction product. The product is: [NH2:9][C:10]1[C:11]2[N:12]([C:16]([C@@H:20]3[CH2:28][CH2:27][C@@H:26]4[N:22]([C:23](=[O:29])[CH2:24][CH2:25]4)[CH2:21]3)=[N:17][C:18]=2[Br:19])[C:13]([Cl:1])=[CH:14][N:15]=1. (9) Given the reactants C([Sn](CCCC)(CCCC)[C:6]1[N:11]=[CH:10][CH:9]=[CH:8][N:7]=1)CCC.C([Li])CCC.[Br-].[Mg+2].[Br-].[F:28][C:29]1[CH:34]=[CH:33][C:32]([C:35]2[N:36]=[CH:37][N:38]3[C:47]=2[CH:46]=[C:45]2[C@@:40]([CH3:50])([C@@H:41]([CH:48]=[O:49])[CH2:42][CH2:43][CH2:44]2)[CH2:39]3)=[CH:31][CH:30]=1.[Cl-].[NH4+], predict the reaction product. The product is: [F:28][C:29]1[CH:34]=[CH:33][C:32]([C:35]2[N:36]=[CH:37][N:38]3[C:47]=2[CH:46]=[C:45]2[C@@:40]([CH3:50])([C@@H:41]([CH:48]([C:6]4[N:7]=[CH:8][CH:9]=[CH:10][N:11]=4)[OH:49])[CH2:42][CH2:43][CH2:44]2)[CH2:39]3)=[CH:31][CH:30]=1.